Dataset: NCI-60 drug combinations with 297,098 pairs across 59 cell lines. Task: Regression. Given two drug SMILES strings and cell line genomic features, predict the synergy score measuring deviation from expected non-interaction effect. Drug 1: CC1C(C(CC(O1)OC2CC(CC3=C2C(=C4C(=C3O)C(=O)C5=C(C4=O)C(=CC=C5)OC)O)(C(=O)C)O)N)O.Cl. Drug 2: CC1=C2C(C(=O)C3(C(CC4C(C3C(C(C2(C)C)(CC1OC(=O)C(C(C5=CC=CC=C5)NC(=O)OC(C)(C)C)O)O)OC(=O)C6=CC=CC=C6)(CO4)OC(=O)C)O)C)O. Cell line: NCI-H226. Synergy scores: CSS=17.8, Synergy_ZIP=-6.31, Synergy_Bliss=-2.78, Synergy_Loewe=-8.86, Synergy_HSA=-1.49.